From a dataset of Reaction yield outcomes from USPTO patents with 853,638 reactions. Predict the reaction yield, written as a fraction of the theoretical maximum amount of product (1.0 means a 100% yield; for example, 0.34 means a 34% yield). (1) The reactants are [C:1]([O:12]C)(=[O:11])[CH2:2][CH2:3][CH2:4][CH2:5][CH2:6][CH2:7][CH2:8][CH:9]=[CH2:10].[OH-].[K+].[OH-].Cl. The catalyst is O.C(O)(C)C. The product is [C:1]([OH:12])(=[O:11])[CH2:2][CH2:3][CH2:4][CH2:5][CH2:6][CH2:7][CH2:8][CH:9]=[CH2:10]. The yield is 0.970. (2) The reactants are [O:1]=[C:2]1[CH:7]=[CH:6][N:5]([C:8]2[CH:13]=[CH:12][CH:11]=[C:10]([C:14]([F:17])([F:16])[F:15])[CH:9]=2)[N:4]=[C:3]1[C:18]([O:20]C)=O.[NH3:22]. No catalyst specified. The yield is 0.640. The product is [O:1]=[C:2]1[CH:7]=[CH:6][N:5]([C:8]2[CH:13]=[CH:12][CH:11]=[C:10]([C:14]([F:17])([F:16])[F:15])[CH:9]=2)[N:4]=[C:3]1[C:18]([NH2:22])=[O:20]. (3) The reactants are [Si]([O:8][C@@H:9]1[C@@:37]2([CH3:38])[C:13](=[CH:14][CH:15]=[C:16]3[C@@H:36]2[CH2:35][CH2:34][C@@:33]2([CH3:39])[C@H:17]3[CH2:18][CH:19]=[C:20]2[C@@H:21]([S:23][CH2:24][CH2:25][CH2:26][C:27]([CH2:31][CH3:32])([OH:30])[CH2:28][CH3:29])[CH3:22])[CH2:12][C@@H:11]([OH:40])[CH2:10]1)(C(C)(C)C)(C)C.[F-].C([N+](CCCC)(CCCC)CCCC)CCC. The catalyst is O1CCCC1. The product is [OH:8][C@@H:9]1[C@@:37]2([CH3:38])[C:13](=[CH:14][CH:15]=[C:16]3[C@@H:36]2[CH2:35][CH2:34][C@@:33]2([CH3:39])[C@H:17]3[CH2:18][CH:19]=[C:20]2[C@@H:21]([S:23][CH2:24][CH2:25][CH2:26][C:27]([CH2:31][CH3:32])([OH:30])[CH2:28][CH3:29])[CH3:22])[CH2:12][C@@H:11]([OH:40])[CH2:10]1. The yield is 0.670. (4) The product is [Br:9][C:3]1[N:4]=[CH:5][C:6]([NH2:8])=[N:7][C:2]=1[Cl:1]. The yield is 0.420. The reactants are [Cl:1][C:2]1[N:7]=[C:6]([NH2:8])[CH:5]=[N:4][CH:3]=1.[Br:9]N1C(=O)CCC1=O. The catalyst is C(Cl)Cl. (5) The reactants are [CH3:1][C:2]1[C:3]([C:14]2[CH:15]=[N:16][C:17]([CH3:20])=[N:18][CH:19]=2)=[N:4][N:5]([C:8]2[CH:13]=[CH:12][CH:11]=[CH:10][CH:9]=2)[C:6]=1[NH2:7].Cl[C:22](Cl)([O:24]C(=O)OC(Cl)(Cl)Cl)Cl.C(N(C(C)C)CC)(C)C.[CH:42]1([C:45]2[CH:50]=[CH:49][C:48]([CH2:51][O:52][CH3:53])=[CH:47][C:46]=2[CH2:54][NH2:55])[CH2:44][CH2:43]1. The catalyst is ClCCl. The product is [CH:42]1([C:45]2[CH:50]=[CH:49][C:48]([CH2:51][O:52][CH3:53])=[CH:47][C:46]=2[CH2:54][NH:55][C:22]([NH:7][C:6]2[N:5]([C:8]3[CH:13]=[CH:12][CH:11]=[CH:10][CH:9]=3)[N:4]=[C:3]([C:14]3[CH:15]=[N:16][C:17]([CH3:20])=[N:18][CH:19]=3)[C:2]=2[CH3:1])=[O:24])[CH2:43][CH2:44]1. The yield is 0.460. (6) The reactants are [CH3:1][O:2][C:3](=[O:11])[C:4]1[CH:9]=[CH:8][C:7]([NH2:10])=[CH:6][CH:5]=1.[Br:12][C:13]1[CH:14]=[CH:15][C:16]([Cl:21])=[C:17]([CH:20]=1)[CH:18]=O.FC(F)(F)S([O-])(=O)=O.[Yb+3].FC(F)(F)S([O-])(=O)=O.FC(F)(F)S([O-])(=O)=O. The catalyst is C(#N)C.C(OCC)(=O)C.C=C(C)C. The product is [CH3:1][O:2][C:3]([C:4]1[CH:5]=[C:6]2[C:7](=[CH:8][CH:9]=1)[NH:10][CH:18]([C:17]1[CH:20]=[C:13]([Br:12])[CH:14]=[CH:15][C:16]=1[Cl:21])[CH2:3][C:4]2([CH3:9])[CH3:5])=[O:11]. The yield is 0.330. (7) The reactants are [Li+].[CH3:2]C([N-]C(C)C)C.[Cl:9][C:10]1[CH:15]=[C:14]([I:16])[CH:13]=[C:12]([Cl:17])[CH:11]=1.COS(OC)(=O)=O. The catalyst is C1COCC1. The product is [Cl:9][C:10]1[CH:15]=[C:14]([I:16])[CH:13]=[C:12]([Cl:17])[C:11]=1[CH3:2]. The yield is 0.930. (8) The reactants are [CH2:1]([O:3][C:4]([C:6]1[NH:7][C:8]2[C:13]([CH:14]=1)=[CH:12][C:11](Br)=[CH:10][CH:9]=2)=[O:5])[CH3:2].C(B(CC)[C:19]1[CH:20]=[N:21][CH:22]=[CH:23][CH:24]=1)C.C(=O)([O-])[O-].[K+].[K+]. The catalyst is O1CCCC1.O.[Pd].C1(P(C2C=CC=CC=2)C2C=CC=CC=2)C=CC=CC=1.C1(P(C2C=CC=CC=2)C2C=CC=CC=2)C=CC=CC=1.C1(P(C2C=CC=CC=2)C2C=CC=CC=2)C=CC=CC=1.C1(P(C2C=CC=CC=2)C2C=CC=CC=2)C=CC=CC=1. The product is [CH2:1]([O:3][C:4]([C:6]1[NH:7][C:8]2[C:13]([CH:14]=1)=[CH:12][C:11]([C:19]1[CH:20]=[N:21][CH:22]=[CH:23][CH:24]=1)=[CH:10][CH:9]=2)=[O:5])[CH3:2]. The yield is 0.450. (9) The reactants are [CH2:1]([N:4]([CH2:15][CH:16]=[CH2:17])[S:5]([C:8]1[CH:9]=[N:10][CH:11]=[CH:12][C:13]=1[NH2:14])(=[O:7])=[O:6])[CH:2]=[CH2:3].C(=O)([O-])[O-].[Cs+].[Cs+].[Br:24][C:25]1[CH:26]=[C:27]([S:31](Cl)(=[O:33])=[O:32])[CH:28]=[CH:29][CH:30]=1.Cl. The catalyst is O1CCCC1. The product is [CH2:15]([N:4]([CH2:1][CH:2]=[CH2:3])[S:5]([C:8]1[CH:9]=[N:10][CH:11]=[CH:12][C:13]=1[NH:14][S:31]([C:27]1[CH:28]=[CH:29][CH:30]=[C:25]([Br:24])[CH:26]=1)(=[O:33])=[O:32])(=[O:7])=[O:6])[CH:16]=[CH2:17]. The yield is 0.720.